Dataset: Forward reaction prediction with 1.9M reactions from USPTO patents (1976-2016). Task: Predict the product of the given reaction. (1) Given the reactants ClC(Cl)(Cl)CO[C:5](=[O:28])[NH:6][C:7]1[C:8]([CH3:27])=[C:9]([CH3:26])[C:10]2[O:14][CH2:13][CH:12]([C:15]3[CH:20]=[CH:19][C:18]([CH:21]([CH3:23])[CH3:22])=[CH:17][CH:16]=3)[C:11]=2[C:24]=1[CH3:25].[CH:31]1([NH2:37])[CH2:36][CH2:35][CH2:34][CH2:33][CH2:32]1, predict the reaction product. The product is: [CH:31]1([NH:37][C:5]([NH:6][C:7]2[C:8]([CH3:27])=[C:9]([CH3:26])[C:10]3[O:14][CH2:13][CH:12]([C:15]4[CH:16]=[CH:17][C:18]([CH:21]([CH3:23])[CH3:22])=[CH:19][CH:20]=4)[C:11]=3[C:24]=2[CH3:25])=[O:28])[CH2:36][CH2:35][CH2:34][CH2:33][CH2:32]1. (2) Given the reactants [F:1][C:2]([F:33])([F:32])[C:3]1[CH:4]=[C:5]([CH:25]=[C:26]([C:28]([F:31])([F:30])[F:29])[CH:27]=1)[C:6]([N:8]1[CH2:24][CH2:23][C:11]2([N:15]([C:16]3[CH:21]=[CH:20][CH:19]=[CH:18][CH:17]=3)[CH2:14][NH:13][C:12]2=[O:22])[CH2:10][CH2:9]1)=[O:7].[C:34]([O:38][CH3:39])(=[O:37])[CH:35]=[CH2:36], predict the reaction product. The product is: [CH3:39][O:38][C:34](=[O:37])[CH2:35][CH2:36][N:13]1[C:12](=[O:22])[C:11]2([CH2:10][CH2:9][N:8]([C:6](=[O:7])[C:5]3[CH:25]=[C:26]([C:28]([F:31])([F:30])[F:29])[CH:27]=[C:3]([C:2]([F:1])([F:32])[F:33])[CH:4]=3)[CH2:24][CH2:23]2)[N:15]([C:16]2[CH:17]=[CH:18][CH:19]=[CH:20][CH:21]=2)[CH2:14]1. (3) Given the reactants Cl.[CH3:2][O:3][C:4]1[C:12]2[O:11][C:10]([CH3:14])([CH3:13])[CH2:9][C:8]=2[C:7]([C:15]2[C:16]([CH3:28])([CH3:27])[C:17](=[O:26])[N:18]([CH:20]3[CH2:25][CH2:24][NH:23][CH2:22][CH2:21]3)[N:19]=2)=[CH:6][CH:5]=1.[CH3:29][O:30][C:31]1[CH:39]=[CH:38][CH:37]=[CH:36][C:32]=1[C:33](Cl)=[O:34], predict the reaction product. The product is: [CH3:2][O:3][C:4]1[C:12]2[O:11][C:10]([CH3:14])([CH3:13])[CH2:9][C:8]=2[C:7]([C:15]2[C:16]([CH3:28])([CH3:27])[C:17](=[O:26])[N:18]([CH:20]3[CH2:25][CH2:24][N:23]([C:33]([C:32]4[CH:36]=[CH:37][CH:38]=[CH:39][C:31]=4[O:30][CH3:29])=[O:34])[CH2:22][CH2:21]3)[N:19]=2)=[CH:6][CH:5]=1. (4) Given the reactants [NH:1]1[C:9]2[C:4](=[CH:5][CH:6]=[CH:7][CH:8]=2)[C:3]([CH2:10][N:11]2[CH2:16][CH2:15][CH2:14][C:13]3([CH2:21][CH2:20][NH:19][CH2:18][CH2:17]3)[C:12]2=[O:22])=[CH:2]1.Br[C:24]1[S:25][C:26]2[CH:32]=[CH:31][CH:30]=[CH:29][C:27]=2[N:28]=1.CCN(C(C)C)C(C)C, predict the reaction product. The product is: [NH:1]1[C:9]2[C:4](=[CH:5][CH:6]=[CH:7][CH:8]=2)[C:3]([CH2:10][N:11]2[CH2:16][CH2:15][CH2:14][C:13]3([CH2:21][CH2:20][N:19]([C:24]4[S:25][C:26]5[CH:32]=[CH:31][CH:30]=[CH:29][C:27]=5[N:28]=4)[CH2:18][CH2:17]3)[C:12]2=[O:22])=[CH:2]1. (5) Given the reactants [S:1]1[C:5]([CH:6]([NH:10][C:11]2[CH:16]=[CH:15][CH:14]=[CH:13][CH:12]=2)[C:7]([OH:9])=[O:8])=[CH:4][C:3]2[CH:17]=[CH:18][CH:19]=[CH:20][C:2]1=2.[N:21]12[CH2:28][CH2:27][CH:24]([CH2:25][CH2:26]1)[C@@H:23](O)[CH2:22]2.C1C=CC2N(O)N=NC=2C=1.C1CCC(N=C=NC2CCCCC2)CC1, predict the reaction product. The product is: [S:1]1[C:5]([CH:6]([NH:10][C:11]2[CH:16]=[CH:15][CH:14]=[CH:13][CH:12]=2)[C:7]([O:9][C@@H:23]2[CH:24]3[CH2:27][CH2:28][N:21]([CH2:26][CH2:25]3)[CH2:22]2)=[O:8])=[CH:4][C:3]2[CH:17]=[CH:18][CH:19]=[CH:20][C:2]1=2. (6) Given the reactants [O-]CC.[Na+].ClCC1OC([C:12]2[CH:17]=[CH:16][C:15]([C:18]3[C:23]([CH3:24])=[C:22]([F:25])[CH:21]=[C:20]([C:26]([NH:28]C4CC4)=[O:27])[CH:19]=3)=[CH:14][CH:13]=2)=NN=1, predict the reaction product. The product is: [F:25][C:22]1[CH:21]=[C:20]([C:26]([NH2:28])=[O:27])[CH:19]=[C:18]([C:15]2[CH:16]=[CH:17][CH:12]=[CH:13][CH:14]=2)[C:23]=1[CH3:24]. (7) Given the reactants C([O:8][C:9]1[CH:38]=[CH:37][C:12]2[NH:13][C:14]([C:19]3[C:20](=[O:36])[C:21]([CH3:35])([CH2:30][CH2:31][CH:32]([CH3:34])[CH3:33])[C:22]4[C:27]([C:28]=3[OH:29])=[CH:26][CH:25]=[CH:24][CH:23]=4)=[N:15][S:16](=[O:18])(=[O:17])[C:11]=2[CH:10]=1)C1C=CC=CC=1, predict the reaction product. The product is: [OH:29][C:28]1[C:27]2[C:22](=[CH:23][CH:24]=[CH:25][CH:26]=2)[C:21]([CH3:35])([CH2:30][CH2:31][CH:32]([CH3:33])[CH3:34])[C:20](=[O:36])[C:19]=1[C:14]1[NH:13][C:12]2[CH:37]=[CH:38][C:9]([OH:8])=[CH:10][C:11]=2[S:16](=[O:17])(=[O:18])[N:15]=1.